From a dataset of NCI-60 drug combinations with 297,098 pairs across 59 cell lines. Regression. Given two drug SMILES strings and cell line genomic features, predict the synergy score measuring deviation from expected non-interaction effect. (1) Drug 1: C1C(C(OC1N2C=NC3=C(N=C(N=C32)Cl)N)CO)O. Drug 2: CC1=C(N=C(N=C1N)C(CC(=O)N)NCC(C(=O)N)N)C(=O)NC(C(C2=CN=CN2)OC3C(C(C(C(O3)CO)O)O)OC4C(C(C(C(O4)CO)O)OC(=O)N)O)C(=O)NC(C)C(C(C)C(=O)NC(C(C)O)C(=O)NCCC5=NC(=CS5)C6=NC(=CS6)C(=O)NCCC[S+](C)C)O. Cell line: SK-MEL-5. Synergy scores: CSS=30.0, Synergy_ZIP=0.672, Synergy_Bliss=5.67, Synergy_Loewe=-1.53, Synergy_HSA=6.00. (2) Drug 1: C1=CC(=C2C(=C1NCCNCCO)C(=O)C3=C(C=CC(=C3C2=O)O)O)NCCNCCO. Drug 2: CC1C(C(=O)NC(C(=O)N2CCCC2C(=O)N(CC(=O)N(C(C(=O)O1)C(C)C)C)C)C(C)C)NC(=O)C3=C4C(=C(C=C3)C)OC5=C(C(=O)C(=C(C5=N4)C(=O)NC6C(OC(=O)C(N(C(=O)CN(C(=O)C7CCCN7C(=O)C(NC6=O)C(C)C)C)C)C(C)C)C)N)C. Cell line: SF-295. Synergy scores: CSS=61.0, Synergy_ZIP=-0.371, Synergy_Bliss=0.500, Synergy_Loewe=0.359, Synergy_HSA=1.31. (3) Drug 1: CS(=O)(=O)C1=CC(=C(C=C1)C(=O)NC2=CC(=C(C=C2)Cl)C3=CC=CC=N3)Cl. Drug 2: CS(=O)(=O)CCNCC1=CC=C(O1)C2=CC3=C(C=C2)N=CN=C3NC4=CC(=C(C=C4)OCC5=CC(=CC=C5)F)Cl. Cell line: CAKI-1. Synergy scores: CSS=23.8, Synergy_ZIP=3.86, Synergy_Bliss=5.63, Synergy_Loewe=4.06, Synergy_HSA=7.08. (4) Drug 1: CC12CCC(CC1=CCC3C2CCC4(C3CC=C4C5=CN=CC=C5)C)O. Drug 2: CC(C)(C#N)C1=CC(=CC(=C1)CN2C=NC=N2)C(C)(C)C#N. Cell line: MDA-MB-435. Synergy scores: CSS=8.08, Synergy_ZIP=-0.166, Synergy_Bliss=3.52, Synergy_Loewe=1.49, Synergy_HSA=0.945. (5) Drug 1: CC1=C2C(C(=O)C3(C(CC4C(C3C(C(C2(C)C)(CC1OC(=O)C(C(C5=CC=CC=C5)NC(=O)OC(C)(C)C)O)O)OC(=O)C6=CC=CC=C6)(CO4)OC(=O)C)O)C)O. Drug 2: C(CN)CNCCSP(=O)(O)O. Cell line: NCI-H226. Synergy scores: CSS=8.16, Synergy_ZIP=-7.30, Synergy_Bliss=-6.40, Synergy_Loewe=-26.6, Synergy_HSA=-6.50. (6) Drug 1: CC1=C(C=C(C=C1)NC(=O)C2=CC=C(C=C2)CN3CCN(CC3)C)NC4=NC=CC(=N4)C5=CN=CC=C5. Drug 2: C1=NC2=C(N1)C(=S)N=CN2. Cell line: MDA-MB-231. Synergy scores: CSS=22.9, Synergy_ZIP=3.36, Synergy_Bliss=4.23, Synergy_Loewe=-21.9, Synergy_HSA=2.17. (7) Drug 1: CC1C(C(CC(O1)OC2CC(CC3=C2C(=C4C(=C3O)C(=O)C5=C(C4=O)C(=CC=C5)OC)O)(C(=O)CO)O)N)O.Cl. Drug 2: C1=NC2=C(N1)C(=S)N=CN2. Cell line: RPMI-8226. Synergy scores: CSS=78.8, Synergy_ZIP=-2.62, Synergy_Bliss=-3.25, Synergy_Loewe=-9.58, Synergy_HSA=-0.338. (8) Drug 1: C1=CC(=CC=C1CCCC(=O)O)N(CCCl)CCCl. Drug 2: CCC1(CC2CC(C3=C(CCN(C2)C1)C4=CC=CC=C4N3)(C5=C(C=C6C(=C5)C78CCN9C7C(C=CC9)(C(C(C8N6C)(C(=O)OC)O)OC(=O)C)CC)OC)C(=O)OC)O.OS(=O)(=O)O. Cell line: SK-OV-3. Synergy scores: CSS=41.6, Synergy_ZIP=-5.84, Synergy_Bliss=-1.05, Synergy_Loewe=-7.26, Synergy_HSA=0.360. (9) Drug 1: CC1CCC2CC(C(=CC=CC=CC(CC(C(=O)C(C(C(=CC(C(=O)CC(OC(=O)C3CCCCN3C(=O)C(=O)C1(O2)O)C(C)CC4CCC(C(C4)OC)O)C)C)O)OC)C)C)C)OC. Drug 2: CCCCC(=O)OCC(=O)C1(CC(C2=C(C1)C(=C3C(=C2O)C(=O)C4=C(C3=O)C=CC=C4OC)O)OC5CC(C(C(O5)C)O)NC(=O)C(F)(F)F)O. Cell line: NCI/ADR-RES. Synergy scores: CSS=-0.563, Synergy_ZIP=-3.86, Synergy_Bliss=-0.830, Synergy_Loewe=-4.29, Synergy_HSA=-3.21.